From a dataset of Full USPTO retrosynthesis dataset with 1.9M reactions from patents (1976-2016). Predict the reactants needed to synthesize the given product. Given the product [O:13]1[CH2:5][CH2:4][N:3]([CH2:6][C:7]2[CH:43]=[C:42]3[C:47](=[CH:46][CH:45]=2)[CH2:48][N:40]([C:38]([C@H:35]2[CH2:34][CH2:33][C@H:32]([NH2:31])[CH2:37][CH2:36]2)=[O:39])[CH2:41]3)[CH2:1][CH2:2]1, predict the reactants needed to synthesize it. The reactants are: [CH2:1]([N:3]([CH2:6][CH3:7])[CH2:4][CH3:5])[CH3:2].CS(Cl)(=O)=O.[O:13]1CCCC1.C(Cl)Cl.C(OC([NH:31][C@H:32]1[CH2:37][CH2:36][C@H:35]([C:38]([N:40]2[CH2:48][C:47]3[C:42](=[CH:43]C=[C:45](CO)[CH:46]=3)[CH2:41]2)=[O:39])[CH2:34][CH2:33]1)=O)C1C=CC=CC=1.